This data is from Reaction yield outcomes from USPTO patents with 853,638 reactions. The task is: Predict the reaction yield, written as a fraction of the theoretical maximum amount of product (1.0 means a 100% yield; for example, 0.34 means a 34% yield). (1) The reactants are [H-].[Na+].[C:3]([C:5]1[CH:6]=[C:7]2[C:11](=[CH:12][CH:13]=1)[NH:10][C:9](=[O:14])[CH2:8]2)#[N:4].[CH2:15]([N:22]1[CH2:27][CH2:26][N:25]([S:28]([C:31]2[CH:32]=[N:33][C:34]([Cl:37])=[CH:35][CH:36]=2)(=[O:30])=[O:29])[CH2:24][CH2:23]1)[C:16]1[CH:21]=[CH:20][CH:19]=[CH:18][CH:17]=1. The catalyst is CN(C)C=O. The product is [CH2:15]([O:14][CH2:9][CH3:8])[CH3:16].[ClH:37].[CH2:15]([N:22]1[CH2:27][CH2:26][N:25]([S:28]([C:31]2[CH:36]=[CH:35][C:34]([C:8]3[C:7]4[C:11](=[CH:12][CH:13]=[C:5]([C:3]#[N:4])[CH:6]=4)[NH:10][C:9]=3[OH:14])=[N:33][CH:32]=2)(=[O:30])=[O:29])[CH2:24][CH2:23]1)[C:16]1[CH:17]=[CH:18][CH:19]=[CH:20][CH:21]=1. The yield is 0.140. (2) The reactants are [CH3:1][O:2][C:3]([C:5]1[CH:9]=[CH:8][O:7][C:6]=1[CH3:10])=[O:4].C1C(=O)N([Br:18])C(=O)C1. The catalyst is C(Cl)(Cl)Cl.C(O)(=O)C. The product is [CH3:1][O:2][C:3]([C:5]1[CH:9]=[C:8]([Br:18])[O:7][C:6]=1[CH3:10])=[O:4]. The yield is 0.780. (3) The reactants are [CH2:1]([C:3]1[C:4]([O:16]C)=[N:5][C:6]([CH3:15])=[C:7]([C:9]2[N:10]([CH3:14])[N:11]=[CH:12][N:13]=2)[CH:8]=1)[CH3:2].[I-].[Na+].Cl[Si](C)(C)C. The catalyst is C(#N)C. The product is [CH2:1]([C:3]1[C:4](=[O:16])[NH:5][C:6]([CH3:15])=[C:7]([C:9]2[N:10]([CH3:14])[N:11]=[CH:12][N:13]=2)[CH:8]=1)[CH3:2]. The yield is 1.00.